Task: Binary Classification. Given a drug SMILES string, predict its activity (active/inactive) in a high-throughput screening assay against a specified biological target.. Dataset: M1 muscarinic receptor agonist screen with 61,833 compounds (1) The molecule is n1c2c(CCCC2)c(c(c1N)C#N)c1ccncc1. The result is 0 (inactive). (2) The result is 0 (inactive). The molecule is FC(F)(F)c1cc(NC(=O)CN2C(=O)CNC2=O)ccc1.